From a dataset of Forward reaction prediction with 1.9M reactions from USPTO patents (1976-2016). Predict the product of the given reaction. (1) Given the reactants [C:1]([OH:11])(=[O:10])[C@@H:2]([C:4]1[CH:9]=[CH:8][CH:7]=[CH:6][CH:5]=1)[OH:3].[CH3:12]OC(OC)(C)C.Cl, predict the reaction product. The product is: [C:1]([O:11][CH3:12])(=[O:10])[C@@H:2]([C:4]1[CH:9]=[CH:8][CH:7]=[CH:6][CH:5]=1)[OH:3]. (2) Given the reactants C(N(CC)C(C)C)C.[CH3:9][C:10]1[C:15]([C:16]([OH:18])=O)=[CH:14][N:13]=[C:12]([C:19]2[CH:24]=[CH:23][CH:22]=[CH:21][N:20]=2)[N:11]=1.[N:25]1([NH2:34])[C:29]2=[N:30][CH:31]=[CH:32][CH:33]=[C:28]2[CH:27]=[CH:26]1.CN(C(ON1N=NC2C=CC=CC1=2)=[N+](C)C)C.[B-](F)(F)(F)F, predict the reaction product. The product is: [N:25]1([NH:34][C:16]([C:15]2[C:10]([CH3:9])=[N:11][C:12]([C:19]3[CH:24]=[CH:23][CH:22]=[CH:21][N:20]=3)=[N:13][CH:14]=2)=[O:18])[C:29]2=[N:30][CH:31]=[CH:32][CH:33]=[C:28]2[CH:27]=[CH:26]1. (3) Given the reactants [OH:1][C:2]1[CH:7]=[CH:6][C:5]([CH2:8][C:9](=O)[CH3:10])=[CH:4][CH:3]=1.[NH3:12].[H][H], predict the reaction product. The product is: [OH:1][C:2]1[CH:7]=[CH:6][C:5]([CH2:8][CH:9]([NH2:12])[CH3:10])=[CH:4][CH:3]=1. (4) Given the reactants [CH2:1]([O:8][C@H:9]1[C@H:15]([O:16][CH2:17][C:18]2[CH:23]=[CH:22][CH:21]=[CH:20][CH:19]=2)[C@@H:14]([O:24][CH2:25][C:26]2[CH:31]=[CH:30][CH:29]=[CH:28][CH:27]=2)[C@:13]2([C:33]3[CH:38]=[CH:37][C:36]([Cl:39])=[C:35]([CH2:40][C:41]4[CH:46]=[CH:45][C:44]([O:47][C:48]([F:51])([F:50])[F:49])=[CH:43][CH:42]=4)[CH:34]=3)[O:32][C@@:10]1([C:52]([OH:54])=[O:53])[CH2:11][O:12]2)[C:2]1[CH:7]=[CH:6][CH:5]=[CH:4][CH:3]=1.CO.S(=O)(=O)(O)O.[C:62](=O)(O)[O-].[Na+], predict the reaction product. The product is: [CH3:62][O:53][C:52]([C@:10]12[O:32][C@:13]([C:33]3[CH:38]=[CH:37][C:36]([Cl:39])=[C:35]([CH2:40][C:41]4[CH:46]=[CH:45][C:44]([O:47][C:48]([F:49])([F:50])[F:51])=[CH:43][CH:42]=4)[CH:34]=3)([O:12][CH2:11]1)[C@H:14]([O:24][CH2:25][C:26]1[CH:31]=[CH:30][CH:29]=[CH:28][CH:27]=1)[C@@H:15]([O:16][CH2:17][C:18]1[CH:23]=[CH:22][CH:21]=[CH:20][CH:19]=1)[C@@H:9]2[O:8][CH2:1][C:2]1[CH:7]=[CH:6][CH:5]=[CH:4][CH:3]=1)=[O:54].